This data is from Catalyst prediction with 721,799 reactions and 888 catalyst types from USPTO. The task is: Predict which catalyst facilitates the given reaction. Reactant: [NH2:1][C:2]1[C:3]([NH:13][CH2:14][CH2:15][CH2:16][OH:17])=[C:4]([CH:9]=[CH:10][C:11]=1[Cl:12])[C:5]([O:7][CH3:8])=[O:6].[N:18]([C:21]1[C:22]([CH3:29])=[CH:23][C:24]([O:27][CH3:28])=[N:25][CH:26]=1)=[C:19]=[S:20]. Product: [Cl:12][C:11]1[CH:10]=[CH:9][C:4]([C:5]([O:7][CH3:8])=[O:6])=[C:3]([NH:13][CH2:14][CH2:15][CH2:16][OH:17])[C:2]=1[NH:1][C:19](=[S:20])[NH:18][C:21]1[CH:26]=[N:25][C:24]([O:27][CH3:28])=[CH:23][C:22]=1[CH3:29]. The catalyst class is: 7.